Task: Regression. Given two drug SMILES strings and cell line genomic features, predict the synergy score measuring deviation from expected non-interaction effect.. Dataset: NCI-60 drug combinations with 297,098 pairs across 59 cell lines (1) Drug 1: CC1C(C(CC(O1)OC2CC(CC3=C2C(=C4C(=C3O)C(=O)C5=C(C4=O)C(=CC=C5)OC)O)(C(=O)C)O)N)O.Cl. Drug 2: CC1=C(C=C(C=C1)C(=O)NC2=CC(=CC(=C2)C(F)(F)F)N3C=C(N=C3)C)NC4=NC=CC(=N4)C5=CN=CC=C5. Cell line: UACC62. Synergy scores: CSS=20.9, Synergy_ZIP=-2.85, Synergy_Bliss=5.53, Synergy_Loewe=6.41, Synergy_HSA=6.57. (2) Drug 1: C1C(C(OC1N2C=NC3=C(N=C(N=C32)Cl)N)CO)O. Drug 2: C1=NC2=C(N=C(N=C2N1C3C(C(C(O3)CO)O)F)Cl)N. Cell line: K-562. Synergy scores: CSS=36.9, Synergy_ZIP=0.412, Synergy_Bliss=4.65, Synergy_Loewe=4.56, Synergy_HSA=5.01. (3) Drug 1: C1=CC(=C2C(=C1NCCNCCO)C(=O)C3=C(C=CC(=C3C2=O)O)O)NCCNCCO. Drug 2: CC1C(C(CC(O1)OC2CC(OC(C2O)C)OC3=CC4=CC5=C(C(=O)C(C(C5)C(C(=O)C(C(C)O)O)OC)OC6CC(C(C(O6)C)O)OC7CC(C(C(O7)C)O)OC8CC(C(C(O8)C)O)(C)O)C(=C4C(=C3C)O)O)O)O. Cell line: NCI-H226. Synergy scores: CSS=39.9, Synergy_ZIP=2.11, Synergy_Bliss=3.05, Synergy_Loewe=-1.78, Synergy_HSA=1.94. (4) Drug 1: CS(=O)(=O)C1=CC(=C(C=C1)C(=O)NC2=CC(=C(C=C2)Cl)C3=CC=CC=N3)Cl. Drug 2: C1CNP(=O)(OC1)N(CCCl)CCCl. Cell line: MDA-MB-231. Synergy scores: CSS=2.75, Synergy_ZIP=-1.67, Synergy_Bliss=-2.38, Synergy_Loewe=-6.31, Synergy_HSA=-3.57.